From a dataset of Catalyst prediction with 721,799 reactions and 888 catalyst types from USPTO. Predict which catalyst facilitates the given reaction. (1) Reactant: Cl[C:2]1[C:11]2[C:6](=[CH:7][CH:8]=[C:9]([Cl:12])[CH:10]=2)[N:5]=[CH:4][CH:3]=1.C(OC([N:20]1[CH2:25][CH2:24][NH:23][CH2:22][CH2:21]1)=O)(C)(C)C.FC(F)(F)C(O)=O. Product: [Cl:12][C:9]1[CH:10]=[C:11]2[C:6](=[CH:7][CH:8]=1)[N:5]=[CH:4][CH:3]=[C:2]2[N:20]1[CH2:25][CH2:24][NH:23][CH2:22][CH2:21]1. The catalyst class is: 2. (2) Reactant: [F-].C([NH3+])(C)(C)C.[Si]([O:14][CH2:15][C:16]1[CH:21]=[C:20]([C:22]([F:25])([F:24])[F:23])[CH:19]=[CH:18][C:17]=1[C:26]1[CH:31]=[C:30]([CH:32]([CH3:34])[CH3:33])[C:29]([F:35])=[C:28]([OH:36])[C:27]=1[O:37][CH3:38])(C(C)(C)C)(C)C.[NH4+].[Cl-]. Product: [F:35][C:29]1[C:30]([CH:32]([CH3:33])[CH3:34])=[CH:31][C:26]([C:17]2[CH:18]=[CH:19][C:20]([C:22]([F:24])([F:25])[F:23])=[CH:21][C:16]=2[CH2:15][OH:14])=[C:27]([O:37][CH3:38])[C:28]=1[OH:36]. The catalyst class is: 1. (3) Reactant: [NH2:1][C:2]1[CH:9]=[CH:8][C:5]([C:6]#[N:7])=[CH:4][N:3]=1.Cl[CH2:11][CH:12]=O. Product: [N:1]1[CH:11]=[CH:12][N:3]2[CH:4]=[C:5]([C:6]#[N:7])[CH:8]=[CH:9][C:2]=12. The catalyst class is: 10. (4) Reactant: [CH3:1][C:2]1[CH:10]=[C:9]2[C:5]([CH:6]=[CH:7][NH:8]2)=[CH:4][CH:3]=1.C([BH3-])#N.[Na+].C(=O)([O-])O.[Na+]. Product: [CH3:1][C:2]1[CH:10]=[C:9]2[C:5]([CH2:6][CH2:7][NH:8]2)=[CH:4][CH:3]=1. The catalyst class is: 15. (5) Reactant: [C:1]([O:5][C:6]([NH:8][CH:9]([C:15]([O:17][CH2:18][CH3:19])=[O:16])[C:10]([O:12][CH2:13][CH3:14])=[O:11])=[O:7])([CH3:4])([CH3:3])[CH3:2].CC(C)([O-])C.[Na+].Br[CH2:27][CH2:28][O:29][CH:30]1[CH2:35][CH2:34][CH2:33][CH2:32][O:31]1. Product: [CH2:18]([O:17][C:15](=[O:16])[C:9]([NH:8][C:6]([O:5][C:1]([CH3:4])([CH3:2])[CH3:3])=[O:7])([CH2:27][CH2:28][O:29][CH:30]1[CH2:35][CH2:34][CH2:33][CH2:32][O:31]1)[C:10]([O:12][CH2:13][CH3:14])=[O:11])[CH3:19]. The catalyst class is: 334. (6) Reactant: Cl.Cl.[Cl:3][C:4]1[C:5]([NH:10][C:11]([N:13]2[CH2:18][CH2:17][NH:16][CH2:15][CH2:14]2)=[O:12])=[N:6][CH:7]=[CH:8][N:9]=1.[Cl:19][C:20]1[CH:25]=[CH:24][CH:23]=[CH:22][C:21]=1[CH2:26][CH2:27][O:28][C:29]1[CH:30]=[C:31]([CH:35]=[CH:36][N:37]=1)[C:32](O)=[O:33].CCN=C=NCCCN(C)C.C1C=CC2N(O)N=NC=2C=1. Product: [Cl:19][C:20]1[CH:25]=[CH:24][CH:23]=[CH:22][C:21]=1[CH2:26][CH2:27][O:28][C:29]1[CH:30]=[C:31]([CH:35]=[CH:36][N:37]=1)[C:32]([N:16]1[CH2:17][CH2:18][N:13]([C:11]([NH:10][C:5]2[C:4]([Cl:3])=[N:9][CH:8]=[CH:7][N:6]=2)=[O:12])[CH2:14][CH2:15]1)=[O:33]. The catalyst class is: 31. (7) Reactant: Br[C:2]1[CH:7]=[C:6]([C:8]([F:11])([F:10])[F:9])[CH:5]=[CH:4][C:3]=1[C:12]1[C:21]2[C:16](=[CH:17][C:18]([S:22]([NH:25][C:26]3[CH:31]=[CH:30][N:29]=[CH:28][N:27]=3)(=[O:24])=[O:23])=[CH:19][CH:20]=2)[CH:15]=[CH:14][N:13]=1.[CH3:32][N:33]1[CH2:38][CH:37]=[C:36](B2OC(C)(C)C(C)(C)O2)[CH2:35][CH2:34]1.P([O-])([O-])([O-])=O.[K+].[K+].[K+].O1CCOCC1. Product: [CH3:32][N:33]1[CH2:34][CH:35]=[C:36]([C:2]2[CH:7]=[C:6]([C:8]([F:11])([F:10])[F:9])[CH:5]=[CH:4][C:3]=2[C:12]2[C:21]3[C:16](=[CH:17][C:18]([S:22]([NH:25][C:26]4[CH:31]=[CH:30][N:29]=[CH:28][N:27]=4)(=[O:24])=[O:23])=[CH:19][CH:20]=3)[CH:15]=[CH:14][N:13]=2)[CH2:37][CH2:38]1. The catalyst class is: 6.